From a dataset of Full USPTO retrosynthesis dataset with 1.9M reactions from patents (1976-2016). Predict the reactants needed to synthesize the given product. (1) Given the product [CH2:34]([O:33][C:31]([N:21]1[CH2:22][CH:23]=[C:24]([C:25]2[N:26]=[C:27]([S:30][C:46]3[C@H:52]([CH3:53])[C@H:51]4[N:48]([C:49](=[O:61])[C@@H:50]4[C@H:54]([OH:56])[CH3:55])[C:47]=3[C:62]([O:64][CH2:65][CH:66]=[CH2:67])=[O:63])[S:28][CH:29]=2)[C@H:20]1[CH2:19][OH:18])=[O:32])[CH:35]=[CH2:36], predict the reactants needed to synthesize it. The reactants are: C[Si](C)(C)[N-][Si](C)(C)C.[Li+].[Si]([O:18][CH2:19][C@@H:20]1[C:24]([C:25]2[N:26]=[C:27]([SH:30])[S:28][CH:29]=2)=[CH:23][CH2:22][N:21]1[C:31]([O:33][CH2:34][CH:35]=[CH2:36])=[O:32])(C(C)(C)C)(C)C.O(P(OC1C=CC=CC=1)O[C:46]1[C@H:52]([CH3:53])[C@H:51]2[N:48]([C:49](=[O:61])[C@@H:50]2[C@H:54]([O:56][Si](C)(C)C)[CH3:55])[C:47]=1[C:62]([O:64][CH2:65][CH:66]=[CH2:67])=[O:63])C1C=CC=CC=1.C(#N)C.[F-].C([N+](CCCC)(CCCC)CCCC)CCC. (2) Given the product [F:1][C:2]1[CH:3]=[C:4]([C:11]2[CH:16]=[C:15]([F:17])[CH:14]=[CH:13][C:12]=2[O:18][CH3:19])[CH:5]=[CH:6][C:7]=1[CH:8]([NH:10][S:33]([C:31]1[C:30]([C:37]([F:40])([F:38])[F:39])=[N:29][N:28]([CH3:27])[CH:32]=1)(=[O:35])=[O:34])[CH3:9], predict the reactants needed to synthesize it. The reactants are: [F:1][C:2]1[CH:3]=[C:4]([C:11]2[CH:16]=[C:15]([F:17])[CH:14]=[CH:13][C:12]=2[O:18][CH3:19])[CH:5]=[CH:6][C:7]=1[CH:8]([NH2:10])[CH3:9].C(N(CC)CC)C.[CH3:27][N:28]1[CH:32]=[C:31]([S:33](Cl)(=[O:35])=[O:34])[C:30]([C:37]([F:40])([F:39])[F:38])=[N:29]1. (3) Given the product [Cl:1][C:2]1[CH:3]=[CH:4][C:5]([F:12])=[C:6]([S:8]([NH:20][C@@H:21]2[CH2:25][CH2:24][N:23]([C:26]#[N:15])[CH2:22]2)(=[O:10])=[O:9])[CH:7]=1, predict the reactants needed to synthesize it. The reactants are: [Cl:1][C:2]1[CH:3]=[CH:4][C:5]([F:12])=[C:6]([S:8](Cl)(=[O:10])=[O:9])[CH:7]=1.C([N:15](CC)CC)C.[NH2:20][C@@H:21]1[CH2:25][CH2:24][N:23]([C:26](OC(C)(C)C)=O)[CH2:22]1.CCN(C(C)C)C(C)C.BrC#N. (4) Given the product [Br:1][C:2]1[N:3]=[CH:4][N:5]([C:16]2[CH:15]=[CH:14][CH:13]=[C:12]([N+:9]([O-:11])=[O:10])[CH:17]=2)[CH:6]=1, predict the reactants needed to synthesize it. The reactants are: [Br:1][C:2]1[N:3]=[CH:4][NH:5][CH:6]=1.[H-].[Na+].[N+:9]([C:12]1[CH:13]=[C:14](F)[CH:15]=[CH:16][CH:17]=1)([O-:11])=[O:10]. (5) Given the product [CH2:11]([O:13][C:14]([N:16]1[C:25]2[C:20](=[CH:21][C:22]([C:26]([F:29])([F:28])[F:27])=[CH:23][CH:24]=2)[C:19]([I:1])=[CH:18][C@H:17]1[CH2:32][CH3:33])=[O:15])[CH3:12], predict the reactants needed to synthesize it. The reactants are: [I:1]I.CN(C)C(N(C)C)=N.[CH2:11]([O:13][C:14]([N:16]1[C:25]2[C:20](=[CH:21][C:22]([C:26]([F:29])([F:28])[F:27])=[CH:23][CH:24]=2)[C:19](=NN)[CH2:18][C@H:17]1[CH2:32][CH3:33])=[O:15])[CH3:12]. (6) Given the product [CH:1]([NH-:4])([CH3:3])[CH3:2].[N:28]1([CH2:27][CH2:26][O:5][C:6]2[CH:14]=[C:13]3[C:9]([C:10]([C:19]4[CH:24]=[CH:23][CH:22]=[CH:21][CH:20]=4)=[C:11]([C:16]([O-:18])=[O:17])[C:12]3=[O:15])=[CH:8][CH:7]=2)[CH2:33][CH2:32][O:31][CH2:30][CH2:29]1, predict the reactants needed to synthesize it. The reactants are: [CH:1]([NH-:4])([CH3:3])[CH3:2].[OH:5][C:6]1[CH:14]=[C:13]2[C:9]([C:10]([C:19]3[CH:24]=[CH:23][CH:22]=[CH:21][CH:20]=3)=[C:11]([C:16]([O-:18])=[O:17])[C:12]2=[O:15])=[CH:8][CH:7]=1.O[CH2:26][CH2:27][N:28]1[CH2:33][CH2:32][O:31][CH2:30][CH2:29]1.C1(P(C2C=CC=CC=2)C2C=CC=CC=2)C=CC=CC=1.N(C(OC(C)C)=O)=NC(OC(C)C)=O. (7) Given the product [CH3:5][C:6]1[CH:11]=[C:10]([NH:12][C:13]2[CH:14]=[CH:15][N:16]=[CH:17][C:18]=2[S:19]([NH:22][C:23]([NH:25][CH:26]([CH3:28])[CH3:27])=[O:24])(=[O:20])=[O:21])[CH:9]=[CH:8][CH:7]=1.[ClH:29], predict the reactants needed to synthesize it. The reactants are: CC(C)=O.[CH3:5][C:6]1[CH:11]=[C:10]([NH:12][C:13]2[CH:14]=[CH:15][N:16]=[CH:17][C:18]=2[S:19]([NH:22][C:23]([NH:25][CH:26]([CH3:28])[CH3:27])=[O:24])(=[O:21])=[O:20])[CH:9]=[CH:8][CH:7]=1.[ClH:29].